From a dataset of Reaction yield outcomes from USPTO patents with 853,638 reactions. Predict the reaction yield, written as a fraction of the theoretical maximum amount of product (1.0 means a 100% yield; for example, 0.34 means a 34% yield). The yield is 0.820. The product is [CH3:25][C:22]1([CH3:26])[CH2:23][C:24]2[N:16]([C:14]3[CH:13]=[CH:12][C:9]([C:10]#[N:11])=[C:8]([NH:34][C:33]4[CH:35]=[C:36]([O:40][CH3:41])[C:37]([O:38][CH3:39])=[C:31]([O:30][CH3:29])[CH:32]=4)[CH:15]=3)[N:17]=[C:18]([CH3:28])[C:19]=2[C:20](=[O:27])[CH2:21]1. The catalyst is C1(C)C=CC=CC=1.C(OCC)(=O)C.C([O-])(=O)C.[Pd+2].C([O-])(=O)C.C1(P(C2C=CC=CC=2)[C-]2C=CC=C2)C=CC=CC=1.[C-]1(P(C2C=CC=CC=2)C2C=CC=CC=2)C=CC=C1.[Fe+2]. The reactants are CC(C)([O-])C.[Na+].Br[C:8]1[CH:15]=[C:14]([N:16]2[C:24]3[CH2:23][C:22]([CH3:26])([CH3:25])[CH2:21][C:20](=[O:27])[C:19]=3[C:18]([CH3:28])=[N:17]2)[CH:13]=[CH:12][C:9]=1[C:10]#[N:11].[CH3:29][O:30][C:31]1[CH:32]=[C:33]([CH:35]=[C:36]([O:40][CH3:41])[C:37]=1[O:38][CH3:39])[NH2:34].